From a dataset of Full USPTO retrosynthesis dataset with 1.9M reactions from patents (1976-2016). Predict the reactants needed to synthesize the given product. (1) Given the product [OH:20][CH2:28][CH2:27][C:26]([NH:22][C:16](=[O:18])[C:15]([NH:14][C:5]1[CH:6]=[CH:7][C:8]([C:9]2[O:13][CH:12]=[N:11][CH:10]=2)=[C:3]([O:2][CH3:1])[CH:4]=1)=[O:19])([CH3:31])[CH3:25], predict the reactants needed to synthesize it. The reactants are: [CH3:1][O:2][C:3]1[CH:4]=[C:5]([NH:14][C:15](=[O:19])[C:16]([OH:18])=O)[CH:6]=[CH:7][C:8]=1[C:9]1[O:13][CH:12]=[N:11][CH:10]=1.[OH2:20].O[N:22]1[C:26]2[CH:27]=[CH:28]C=C[C:25]=2N=N1.[CH2:31](N1CCOCC1)C.Cl.CN(C)CCCN=C=NCC. (2) Given the product [CH:20]([O:19][CH:13]([CH2:12][C:6]1[CH:7]=[CH:8][C:9]([O:10][CH3:11])=[C:4]([CH2:3][CH2:2][O:1][C:37]([NH:36][C:33]2[CH:34]=[CH:35][C:30]([O:23][C:24]3[CH:25]=[CH:26][CH:27]=[CH:28][CH:29]=3)=[CH:31][CH:32]=2)=[O:38])[CH:5]=1)[C:14]([OH:16])=[O:15])([CH3:21])[CH3:22], predict the reactants needed to synthesize it. The reactants are: [OH:1][CH2:2][CH2:3][C:4]1[CH:5]=[C:6]([CH2:12][CH:13]([O:19][CH:20]([CH3:22])[CH3:21])[C:14]([O:16]CC)=[O:15])[CH:7]=[CH:8][C:9]=1[O:10][CH3:11].[O:23]([C:30]1[CH:35]=[CH:34][C:33]([N:36]=[C:37]=[O:38])=[CH:32][CH:31]=1)[C:24]1[CH:29]=[CH:28][CH:27]=[CH:26][CH:25]=1.